From a dataset of Forward reaction prediction with 1.9M reactions from USPTO patents (1976-2016). Predict the product of the given reaction. (1) Given the reactants [OH:1][CH2:2][C@H:3]1[N:7]([C:8]2[CH:13]=[CH:12][CH:11]=[CH:10][CH:9]=2)[C:6](=[O:14])[CH2:5][CH2:4]1.[OH:15][C:16]1[CH:23]=[CH:22][CH:21]=[C:20](O)[C:17]=1[CH:18]=[O:19].C1C=CC(P(C2C=CC=CC=2)C2C=CC=CC=2)=CC=1.CC(OC(/N=N/C(OC(C)C)=O)=O)C, predict the reaction product. The product is: [OH:15][C:16]1[CH:23]=[CH:22][CH:21]=[C:20]([O:1][CH2:2][C@@H:3]2[CH2:4][CH2:5][C:6](=[O:14])[N:7]2[C:8]2[CH:9]=[CH:10][CH:11]=[CH:12][CH:13]=2)[C:17]=1[CH:18]=[O:19]. (2) Given the reactants [C:1]([O:4][C:5](=[O:7])[CH3:6])(=O)[CH3:2].[CH3:8][N:9]([CH2:11][C:12]1C(O)=C2[O:23][C:24]([CH3:27])([CH3:26])[CH2:25][C:19]2=[C:18]2[C:13]=1[CH2:14][C:15]([CH3:35])([CH3:34])[N:16]=[C:17]2[C:28]1[CH:33]=[CH:32][CH:31]=[CH:30][CH:29]=1)[CH3:10].O, predict the reaction product. The product is: [C:5]([O:4][C:1]1[C:12]([CH2:11][N:9]([CH3:10])[CH3:8])=[C:13]2[C:18](=[C:19]3[CH2:25][C:24]([CH3:27])([CH3:26])[O:23][C:2]=13)[C:17]([C:28]1[CH:29]=[CH:30][CH:31]=[CH:32][CH:33]=1)=[N:16][C:15]([CH3:34])([CH3:35])[CH2:14]2)(=[O:7])[CH3:6].